From a dataset of Catalyst prediction with 721,799 reactions and 888 catalyst types from USPTO. Predict which catalyst facilitates the given reaction. (1) Product: [NH2:8][CH2:9][CH2:10][CH:11]([CH2:24][CH2:25][NH2:26])[CH2:12][CH2:13][NH2:14]. Reactant: COC1C=CC(C[NH:8][CH2:9][CH2:10][CH:11]([CH2:24][CH2:25][NH:26]CC2C=CC(OC)=CC=2)[CH2:12][CH2:13][NH:14]CC2C=CC(OC)=CC=2)=CC=1. The catalyst class is: 105. (2) Reactant: Cl[C:2]1[CH:3]=[CH:4][C:5]2[N:6]([C:8]([CH:11]([C:13]3[C:14]([F:24])=[C:15]4[C:20](=[CH:21][C:22]=3[F:23])[N:19]=[CH:18][CH:17]=[CH:16]4)[CH3:12])=[CH:9][N:10]=2)[N:7]=1.[F-].[K+].OC(C(F)(F)F)=O.[CH:34]1([N:39]2[CH2:44][CH2:43][NH:42][CH2:41][C:40]2=[O:45])[CH2:38][CH2:37][CH2:36][CH2:35]1. Product: [F:24][C:14]1[C:13]([CH:11]([C:8]2[N:6]3[N:7]=[C:2]([N:42]4[CH2:43][CH2:44][N:39]([CH:34]5[CH2:38][CH2:37][CH2:36][CH2:35]5)[C:40](=[O:45])[CH2:41]4)[CH:3]=[CH:4][C:5]3=[N:10][CH:9]=2)[CH3:12])=[C:22]([F:23])[CH:21]=[C:20]2[C:15]=1[CH:16]=[CH:17][CH:18]=[N:19]2. The catalyst class is: 37. (3) Reactant: [Li+].C[Si]([N-][Si](C)(C)C)(C)C.[O:11]1[CH2:16][CH2:15][C:14](=[O:17])[CH2:13][CH2:12]1.[F:18][C:19]([F:39])([F:38])[S:20](N(C1C=CC(Cl)=CN=1)[S:20]([C:19]([F:39])([F:38])[F:18])(=[O:22])=[O:21])(=[O:22])=[O:21]. Product: [F:18][C:19]([F:39])([F:38])[S:20]([O:17][C:14]1[CH2:13][CH2:12][O:11][CH2:16][CH:15]=1)(=[O:22])=[O:21]. The catalyst class is: 1. (4) Reactant: [NH2:1][C:2]1[CH:6]=[C:5]([C:7]2[CH:12]=[CH:11][C:10]([Cl:13])=[CH:9][CH:8]=2)[S:4][C:3]=1[C:14]([O:16][CH3:17])=[O:15].[Cl:18][C:19]([Cl:26])([Cl:25])[C:20]([N:22]=[C:23]=[O:24])=[O:21]. Product: [Cl:13][C:10]1[CH:9]=[CH:8][C:7]([C:5]2[S:4][C:3]([C:14]([O:16][CH3:17])=[O:15])=[C:2]([NH:1][C:23]([NH:22][C:20](=[O:21])[C:19]([Cl:26])([Cl:25])[Cl:18])=[O:24])[CH:6]=2)=[CH:12][CH:11]=1. The catalyst class is: 1.